This data is from Experimentally validated miRNA-target interactions with 360,000+ pairs, plus equal number of negative samples. The task is: Binary Classification. Given a miRNA mature sequence and a target amino acid sequence, predict their likelihood of interaction. (1) The miRNA is mmu-miR-804 with sequence UGUGAGUUGUUCCUCACCUGGA. The protein sequence of the target gene is MMLIPTHHFRDIERKPEYLQPEKCAPPPFPGPAGAMWFIRDGCGIACAIVTWFLVLYAEFVVLFVMLVPSRDYAYSIINGIVFNLLAFLALASHCRAMLTDPGAVPKGNATKEFIESLQLKPGQVVYKCPKCCSIKPDRAHHCSVCKRCIRKMDHHCPWVNNCVGENNQKYFVLFTMYIALISLHALIMVGFHFLHCFEEDWTKCSSFSPPTTVILLILLCFEALLFLIFTSVMFGTQVHSICTDETGIEQLKKEERRWAKKTKWMNMKAVFGHPFSLGWASPFATPDQGKADPYQYVV. Result: 1 (interaction). (2) The miRNA is cel-miR-791-3p with sequence UUUGGCACUCCGCAGAUAAGGCAA. The protein sequence of the target gene is MATEQRPFHLVVFGASGFTGQFVTEEVAREQVDPERSSRLPWAVAGRSREKLQRVLEKAALKLGRPTLSSEVGIIICDIANPASLDEMAKQATVVLNCVGPYRFYGEPVIKACIENGASCIDISGEPQFLELMQLKYHEKAADKGVYIIGSSGFDSIPADLGVIYTRNKMNGTLTAVESFLTIHSGPEGLSIHDGTWKSAIYGFGDQSNLRKLRNVSNLKPVPLIGPKLKRRWPISYCRELKGYSIPFMGSDVSVVRRTQRYLYENLEESPVQYAAYVTVGGITSVIKLMFAGLFFLFFV.... Result: 0 (no interaction). (3) The miRNA is hsa-miR-545-3p with sequence UCAGCAAACAUUUAUUGUGUGC. The protein sequence of the target gene is MEERERGARSAGAGSPARPPSPRLDVSSDSFDPLLALYAPRLPPIPYPNAPCFNNVAEYESFLRTGVRGGGRGRGRARGAAAGSGVPAAPGPSGRTRRRPDAPAPDPERIQRLRRLMVAKEEGDGAAGAGRRGPGRSRKAPRNVLTRMPLHEGSPLGELHRCIREGVKVNVHIRTFKGLRGVCTGFLVAFDKFWNMALTDVDETYRKPVLGKAYERDSSLTLTRLFDRLKLQDSSKKEADSKSAVEDSTLSRYSQTSTWKLASVWGRADTGRGSHKRSRSVPSSLQASAREESRSELSGR.... Result: 1 (interaction). (4) The miRNA is hsa-miR-6807-5p with sequence GUGAGCCAGUGGAAUGGAGAGG. The protein sequence of the target gene is MPSAKQRGSKGGHGAASPSEKGAHPSGGADDVAKKPPPAPQQPPPPPAPHPQQHPQQHPQNQAHGKGGHRGGGGGGGKSSSSSSASAAAAAAAASSSASCSRRLGRALNFLFYLALVAAAAFSGWCVHHVLEEVQQVRRSHQDFSRQREELGQGLQGVEQKVQSLQATFGTFESILRSSQHKQDLTEKAVKQGESEVSRISEVLQKLQNEILKDLSDGIHVVKDARERDFTSLENTVEERLTELTKSINDNIAIFTEVQKRSQKEINDMKAKVASLEESEGNKQDLKALKEAVKEIQTSA.... Result: 1 (interaction). (5) The miRNA is hsa-miR-877-5p with sequence GUAGAGGAGAUGGCGCAGGG. The protein sequence of the target gene is MGLQACLLGLFALILSGKCSYSPEPDQRRTLPPGWVSLGRADPEEELSLTFALRQQNVERLSELVQAVSDPSSPQYGKYLTLENVADLVRPSPLTLHTVQKWLLAAGAQKCHSVITQDFLTCWLSIRQAELLLPGAEFHHYVGGPTETHVVRSPHPYQLPQALAPHVDFVGGLHRFPPTSSLRQRPEPQVTGTVGLHLGVTPSVIRKRYNLTSQDVGSGTSNNSQACAQFLEQYFHDSDLAQFMRLFGGNFAHQASVARVVGQQGRGRAGIEASLDVQYLMSAGANISTWVYSSPGRHEG.... Result: 1 (interaction). (6) The miRNA is mmu-miR-698-3p with sequence CAUUCUCGUUUCCUUCCCU. The protein sequence of the target gene is MEALGPGPPASLFQPPRRPGLGTVGKPIRLLANHFQVQIPKIDVYHYDVDIKPEKRPRRVNREVVDTMVRHFKMQIFGDRQPGYDGKRNMYTAHPLPIGRDRIDMEVTLPGEGKDQTFKVSVQWVSVVSLQLLLEALAGHLNEVPDDSVQALDVITRHLPSMRYTPVGRSFFSPPEGYYHPLGGGREVWFGFHQSVRPAMWNMMLNIDVSATAFYRAQPIIEFMCEVLDIQNINEQTKPLTDSQRVKFTKEIRGLKVEVTHCGQMKRKYRVCNVTRRPASHQTFPLQLENGQAMECTVAQ.... Result: 0 (no interaction).